From a dataset of Reaction yield outcomes from USPTO patents with 853,638 reactions. Predict the reaction yield, written as a fraction of the theoretical maximum amount of product (1.0 means a 100% yield; for example, 0.34 means a 34% yield). (1) The reactants are [C:1]1([CH3:14])[CH:6]=[CH:5][CH:4]=[CH:3][C:2]=1[NH:7][C:8](=[O:13])[CH:9]=[C:10]([CH3:12])[CH3:11].[Cl-].[Al+3].[Cl-].[Cl-].Cl.O. The catalyst is ClC1C=CC=CC=1Cl. The product is [CH3:12][C:10]1([CH3:11])[C:3]2[C:2](=[C:1]([CH3:14])[CH:6]=[CH:5][CH:4]=2)[NH:7][C:8](=[O:13])[CH2:9]1. The yield is 0.740. (2) The reactants are [CH3:1][O:2][C:3]12[CH2:10][CH2:9][C:6]([CH:11]=O)([CH2:7][CH2:8]1)[CH2:5][CH2:4]2.C1(P(C2C=CC=CC=2)(C2C=CC=CC=2)=[CH:20][C:21]([O:23][CH3:24])=[O:22])C=CC=CC=1. The catalyst is C1COCC1. The product is [CH3:1][O:2][C:3]12[CH2:4][CH2:5][C:6](/[CH:11]=[CH:20]/[C:21]([O:23][CH3:24])=[O:22])([CH2:7][CH2:8]1)[CH2:9][CH2:10]2. The yield is 0.730.